Dataset: Forward reaction prediction with 1.9M reactions from USPTO patents (1976-2016). Task: Predict the product of the given reaction. (1) Given the reactants [CH3:1][C@H:2]1[CH2:4][C@@H:3]1[C:5]([O:7][C:8]1[CH:13]=[CH:12][CH:11]=[CH:10][CH:9]=1)=[O:6].C[C@H]1C[C@H]1C(OC1C=CC=CC=1)=O.C[C@@H]1C[C@@H]1C(OC1C=CC=CC=1)=O, predict the reaction product. The product is: [CH3:1][CH:2]1[CH2:4][CH:3]1[C:5]([O:7][C:8]1[CH:13]=[CH:12][CH:11]=[CH:10][CH:9]=1)=[O:6]. (2) The product is: [F:3][C:4]1[CH:9]=[CH:8][C:7]([O:10][C:11]2[CH:12]=[C:13]([CH:18]=[C:19]([O:21][CH2:22][C:23]3[CH:28]=[CH:27][CH:26]=[CH:25][CH:24]=3)[CH:20]=2)[C:14]([OH:16])=[O:15])=[CH:6][CH:5]=1. Given the reactants [OH-].[Na+].[F:3][C:4]1[CH:9]=[CH:8][C:7]([O:10][C:11]2[CH:12]=[C:13]([CH:18]=[C:19]([O:21][CH2:22][C:23]3[CH:28]=[CH:27][CH:26]=[CH:25][CH:24]=3)[CH:20]=2)[C:14]([O:16]C)=[O:15])=[CH:6][CH:5]=1, predict the reaction product.